The task is: Predict the reactants needed to synthesize the given product.. This data is from Full USPTO retrosynthesis dataset with 1.9M reactions from patents (1976-2016). (1) Given the product [Cl:1][C:2]1[CH:3]=[CH:4][C:5]2[NH:6][C:7]3[C:12]([C:13]=2[C:14]=1[O:15][CH2:16][C@@H:17]([OH:18])[CH2:19][NH:6][CH2:5][CH:13]1[CH2:14][CH2:2][N:39]([S:36]([C:29]2[CH:28]=[CH:33][C:32]([O:34][CH3:35])=[CH:31][CH:30]=2)(=[O:37])=[O:38])[CH2:11][CH2:12]1)=[CH:11][CH:10]=[CH:9][CH:8]=3, predict the reactants needed to synthesize it. The reactants are: [Cl:1][C:2]1[CH:3]=[CH:4][C:5]2[NH:6][C:7]3[C:12]([C:13]=2[C:14]=1[O:15][CH2:16][C@@H:17]1[CH2:19][O:18]1)=[CH:11][CH:10]=[CH:9][CH:8]=3.NCC1CCN([C:28]2[CH:33]=[C:32]([O:34][CH3:35])[CH:31]=[CH:30][C:29]=2[S:36]([NH2:39])(=[O:38])=[O:37])CC1. (2) Given the product [F:6][C:7]1[CH:12]=[CH:11][CH:10]=[C:9]([F:13])[C:8]=1[CH2:14][CH2:15][O:16][S:2]([CH3:1])(=[O:4])=[O:3], predict the reactants needed to synthesize it. The reactants are: [CH3:1][S:2](Cl)(=[O:4])=[O:3].[F:6][C:7]1[CH:12]=[CH:11][CH:10]=[C:9]([F:13])[C:8]=1[CH2:14][CH2:15][OH:16].C(N(CC)CC)C. (3) The reactants are: [C:1]([C:3]1[CH:8]=[C:7]([O:9][CH3:10])[C:6]([O:11][CH2:12][C:13]2[CH:18]=[CH:17][CH:16]=[C:15]([S:19]([CH3:27])(=[N:21][C:22]([O:24][CH2:25][CH3:26])=[O:23])=[O:20])[CH:14]=2)=[CH:5][C:4]=1[N:28]=[CH:29]N(C)C)#[N:2].[NH2:33][C:34]1[CH:39]=[CH:38][N:37]=[CH:36][CH:35]=1.CCCCCC.ClCCl.CO. Given the product [CH2:25]([O:24][C:22]([N:21]=[S:19]([CH3:27])([C:15]1[CH:16]=[CH:17][CH:18]=[C:13]([CH2:12][O:11][C:6]2[CH:5]=[C:4]3[C:3]([C:1]([NH:33][C:34]4[CH:39]=[CH:38][N:37]=[CH:36][CH:35]=4)=[N:2][CH:29]=[N:28]3)=[CH:8][C:7]=2[O:9][CH3:10])[CH:14]=1)=[O:20])=[O:23])[CH3:26], predict the reactants needed to synthesize it. (4) Given the product [C:27]([O:31][C:32]([NH:1][C@@H:2]([C:12]1[CH:13]=[C:14]([CH:18]=[C:19]([C:21]([F:22])([F:23])[F:24])[CH:20]=1)[C:15]([OH:17])=[O:16])[CH2:3][OH:4])=[O:33])([CH3:30])([CH3:29])[CH3:28], predict the reactants needed to synthesize it. The reactants are: [NH2:1][C@@H:2]([C:12]1[CH:13]=[C:14]([CH:18]=[C:19]([C:21]([F:24])([F:23])[F:22])[CH:20]=1)[C:15]([OH:17])=[O:16])[CH2:3][O:4][Si](C(C)(C)C)(C)C.[OH-].[Na+].[C:27]([O:31][C:32](O[C:32]([O:31][C:27]([CH3:30])([CH3:29])[CH3:28])=[O:33])=[O:33])([CH3:30])([CH3:29])[CH3:28]. (5) Given the product [OH:1][CH:2]([C:20]1[S:21][CH:22]=[CH:23][N:24]=1)[C:3]1[CH:4]=[C:5]([C:16]([OH:18])=[O:17])[CH:6]=[C:7]([C:9]2[CH:14]=[CH:13][C:12]([CH3:15])=[CH:11][CH:10]=2)[CH:8]=1, predict the reactants needed to synthesize it. The reactants are: [OH:1][CH:2]([C:20]1[S:21][CH:22]=[CH:23][N:24]=1)[C:3]1[CH:4]=[C:5]([C:16]([O:18]C)=[O:17])[CH:6]=[C:7]([C:9]2[CH:14]=[CH:13][C:12]([CH3:15])=[CH:11][CH:10]=2)[CH:8]=1.[OH-].[Li+].[NH4+].[Cl-]. (6) Given the product [C:32]1([O:33][C:34](=[O:35])[NH:13][C:10]2[CH:11]=[CH:12][C:7]([CH2:6][N:1]3[CH2:5][CH2:4][CH2:3][CH2:2]3)=[C:8]([C:14]([F:15])([F:16])[F:17])[CH:9]=2)[CH:22]=[CH:21][CH:20]=[CH:19][CH:31]=1, predict the reactants needed to synthesize it. The reactants are: [N:1]1([CH2:6][C:7]2[CH:12]=[CH:11][C:10]([NH2:13])=[CH:9][C:8]=2[C:14]([F:17])([F:16])[F:15])[CH2:5][CH2:4][CH2:3][CH2:2]1.N1C=[CH:22][CH:21]=[CH:20][CH:19]=1.C([O-])([O-])=O.[Na+].[Na+].O.[CH3:31][CH2:32][O:33][C:34](C)=[O:35]. (7) Given the product [CH2:1]([O:8][C:9]1[C:10]([C:22]2[CH:27]=[CH:26][CH:25]=[CH:24][CH:23]=2)=[N:11][C:12]2[C:17]([C:18]=1[C:19]([NH:42][N:41]([C:35]1[CH:36]=[CH:37][CH:38]=[CH:39][CH:40]=1)[C:43]([O:45][CH3:46])=[O:44])=[O:20])=[CH:16][CH:15]=[CH:14][CH:13]=2)[C:2]1[CH:3]=[CH:4][CH:5]=[CH:6][CH:7]=1, predict the reactants needed to synthesize it. The reactants are: [CH2:1]([O:8][C:9]1[C:10]([C:22]2[CH:27]=[CH:26][CH:25]=[CH:24][CH:23]=2)=[N:11][C:12]2[C:17]([C:18]=1[C:19](O)=[O:20])=[CH:16][CH:15]=[CH:14][CH:13]=2)[C:2]1[CH:7]=[CH:6][CH:5]=[CH:4][CH:3]=1.C(Cl)(=O)C(Cl)=O.[Cl-].[C:35]1([NH+:41]([C:43]([O:45][CH3:46])=[O:44])[NH2:42])[CH:40]=[CH:39][CH:38]=[CH:37][CH:36]=1.CCN(CC)CC. (8) Given the product [F:3][C:4]1[CH:9]=[CH:8][C:7]([F:10])=[CH:6][C:5]=1[CH:11]1[CH2:15][CH2:14][CH2:13][N:12]1[C:16]1[CH:21]=[CH:20][N:19]2[N:22]=[CH:23][C:24]([C:25]([OH:27])=[O:26])=[C:18]2[CH:17]=1, predict the reactants needed to synthesize it. The reactants are: [OH-].[Na+].[F:3][C:4]1[CH:9]=[CH:8][C:7]([F:10])=[CH:6][C:5]=1[CH:11]1[CH2:15][CH2:14][CH2:13][N:12]1[C:16]1[CH:21]=[CH:20][N:19]2[N:22]=[CH:23][C:24]([C:25]([O:27]CC)=[O:26])=[C:18]2[CH:17]=1.Cl. (9) Given the product [Cl:1][C:2]1[CH:10]=[C:9]2[C:5]([C:6]([C:11]([OH:29])=[O:12])=[CH:7][NH:8]2)=[CH:4][C:3]=1[C:13]1[CH:14]=[CH:15][C:16]([CH:19]2[CH2:23][CH2:22][N:21]([S:24]([CH3:27])(=[O:26])=[O:25])[CH2:20]2)=[CH:17][CH:18]=1, predict the reactants needed to synthesize it. The reactants are: [Cl:1][C:2]1[CH:10]=[C:9]2[C:5]([C:6]([CH:11]=[O:12])=[CH:7][NH:8]2)=[CH:4][C:3]=1[C:13]1[CH:18]=[CH:17][C:16]([CH:19]2[CH2:23][CH2:22][N:21]([S:24]([CH3:27])(=[O:26])=[O:25])[CH2:20]2)=[CH:15][CH:14]=1.Cl([O-])=[O:29].[Na+].O.O.OP([O-])(O)=O.[Na+]. (10) Given the product [S:26]1[C:27]2[CH:33]=[CH:32][CH:31]=[CH:30][C:28]=2[N:29]=[C:25]1[C:19]#[C:18][C:14]1[C:15]([F:17])=[CH:16][C:9]([N:4]2[CH2:3][C@H:2]([CH3:1])[O:7][C@H:6]([CH3:8])[CH2:5]2)=[C:10]([CH:13]=1)[CH:11]=[O:12], predict the reactants needed to synthesize it. The reactants are: [CH3:1][C@@H:2]1[O:7][C@H:6]([CH3:8])[CH2:5][N:4]([C:9]2[CH:16]=[C:15]([F:17])[C:14]([C:18]#[C:19][Si](C)(C)C)=[CH:13][C:10]=2[CH:11]=[O:12])[CH2:3]1.Br[C:25]1[S:26][C:27]2[CH:33]=[CH:32][CH:31]=[CH:30][C:28]=2[N:29]=1.